Predict the product of the given reaction. From a dataset of Forward reaction prediction with 1.9M reactions from USPTO patents (1976-2016). (1) The product is: [CH2:1]([C:3]1[CH:4]=[C:5]([C:12]([O:14][CH3:20])=[O:13])[CH:6]=[C:7]2[C:11]=1[NH:10][N:9]=[CH:8]2)[CH3:2]. Given the reactants [CH2:1]([C:3]1[CH:4]=[C:5]([C:12]([OH:14])=[O:13])[CH:6]=[C:7]2[C:11]=1[NH:10][N:9]=[CH:8]2)[CH3:2].OS(O)(=O)=O.[CH3:20]O, predict the reaction product. (2) Given the reactants [CH3:1][C:2]1[CH:7]=[C:6]([N+]([O-])=O)[CH:5]=[CH:4][N+:3]=1[O-:11].C[O-].[Na+].C[CH2:16][O:17]C(C)=O, predict the reaction product. The product is: [CH3:16][O:17][C:6]1[CH:5]=[CH:4][N+:3]([O-:11])=[C:2]([CH3:1])[CH:7]=1. (3) Given the reactants [CH3:1][C:2]1([CH3:20])[C:10]2[C:5](=[CH:6][CH:7]=[C:8](OS(C(F)(F)F)(=O)=O)[CH:9]=2)[C:4](=[O:19])[CH2:3]1.[Cl:21][C:22]1[S:26][C:25](B(O)O)=[CH:24][CH:23]=1, predict the reaction product. The product is: [Cl:21][C:22]1[S:26][C:25]([C:8]2[CH:9]=[C:10]3[C:5](=[CH:6][CH:7]=2)[C:4](=[O:19])[CH2:3][C:2]3([CH3:1])[CH3:20])=[CH:24][CH:23]=1.